This data is from Peptide-MHC class I binding affinity with 185,985 pairs from IEDB/IMGT. The task is: Regression. Given a peptide amino acid sequence and an MHC pseudo amino acid sequence, predict their binding affinity value. This is MHC class I binding data. The binding affinity (normalized) is 0.218. The MHC is HLA-A11:01 with pseudo-sequence HLA-A11:01. The peptide sequence is VTGLFKDCSK.